From a dataset of Forward reaction prediction with 1.9M reactions from USPTO patents (1976-2016). Predict the product of the given reaction. (1) Given the reactants [C:1]([C:5]1[CH:12]=[CH:11][C:8]([CH2:9]Br)=[CH:7][CH:6]=1)([CH3:4])([CH3:3])[CH3:2].C(=O)([O-])[O-].[K+].[K+].[C:19]([C:21]1[CH:26]=[CH:25][C:24]([CH2:27][CH2:28][CH:29](/[CH:41]=[CH:42]/[C:43]2[CH:48]=[CH:47][CH:46]=[CH:45][C:44]=2[OH:49])[CH2:30][C:31]2[CH:40]=[CH:39][C:34]([C:35]([O:37][CH3:38])=[O:36])=[CH:33][CH:32]=2)=[CH:23][CH:22]=1)#[N:20], predict the reaction product. The product is: [C:1]([C:5]1[CH:12]=[CH:11][C:8]([CH2:9][O:49][C:44]2[CH:45]=[CH:46][CH:47]=[CH:48][C:43]=2/[CH:42]=[CH:41]/[CH:29]([CH2:28][CH2:27][C:24]2[CH:25]=[CH:26][C:21]([C:19]#[N:20])=[CH:22][CH:23]=2)[CH2:30][C:31]2[CH:40]=[CH:39][C:34]([C:35]([O:37][CH3:38])=[O:36])=[CH:33][CH:32]=2)=[CH:7][CH:6]=1)([CH3:4])([CH3:3])[CH3:2]. (2) Given the reactants FC(F)(F)S([O:6][S:7]([C:10]([F:13])([F:12])[F:11])(=[O:9])=[O:8])(=O)=O.[F:16][CH:17]([F:20])[CH2:18]O.C(N(CC)CC)C, predict the reaction product. The product is: [F:13][C:10]([F:11])([F:12])[S:7]([O:6][CH2:18][CH:17]([F:20])[F:16])(=[O:8])=[O:9]. (3) Given the reactants [CH2:1]([NH:4][CH2:5][CH2:6][N:7]1[C:15]2[C:10](=[CH:11][CH:12]=[C:13]([C:16]3[CH:20]=[CH:19][S:18][CH:17]=3)[CH:14]=2)[CH:9]=[N:8]1)[CH:2]=[CH2:3], predict the reaction product. The product is: [CH2:1]([NH:4][CH2:5][CH2:6][N:7]1[C:15]2[C:10](=[CH:11][CH:12]=[C:13]([C:16]3[CH:20]=[CH:19][S:18][CH:17]=3)[CH:14]=2)[CH:9]=[N:8]1)[CH2:2][CH3:3]. (4) Given the reactants [Cl:1][C:2]1[CH:3]=[C:4]([CH:7]=[CH:8][C:9]=1[Cl:10])[CH:5]=O.[C:11]([CH2:13][C:14]([O:16]CC)=O)#[N:12].Cl.[CH:20]1([C:23]([NH2:25])=[NH:24])[CH2:22][CH2:21]1.C(=O)([O-])[O-].[K+].[K+], predict the reaction product. The product is: [Cl:1][C:2]1[CH:3]=[C:4]([C:5]2[N:25]=[C:23]([CH:20]3[CH2:22][CH2:21]3)[N:24]=[C:14]([OH:16])[C:13]=2[C:11]#[N:12])[CH:7]=[CH:8][C:9]=1[Cl:10]. (5) Given the reactants [CH3:1][S:2]([O:5][C:6]1[CH:11]=[CH:10][C:9]([C:12](=[O:16])[CH:13](Br)[CH3:14])=[CH:8][CH:7]=1)(=[O:4])=[O:3].[CH2:17]([NH:24][CH2:25][CH2:26][C:27]1[CH:32]=[CH:31][C:30]([O:33][CH2:34][C:35]2[CH:40]=[CH:39][CH:38]=[CH:37][CH:36]=2)=[CH:29][CH:28]=1)[C:18]1[CH:23]=[CH:22][CH:21]=[CH:20][CH:19]=1, predict the reaction product. The product is: [CH3:1][S:2]([O:5][C:6]1[CH:11]=[CH:10][C:9]([C:12](=[O:16])[CH:13]([N:24]([CH2:17][C:18]2[CH:23]=[CH:22][CH:21]=[CH:20][CH:19]=2)[CH2:25][CH2:26][C:27]2[CH:32]=[CH:31][C:30]([O:33][CH2:34][C:35]3[CH:40]=[CH:39][CH:38]=[CH:37][CH:36]=3)=[CH:29][CH:28]=2)[CH3:14])=[CH:8][CH:7]=1)(=[O:4])=[O:3].